Predict the product of the given reaction. From a dataset of Forward reaction prediction with 1.9M reactions from USPTO patents (1976-2016). Given the reactants [Cl:1][C:2]1[CH:3]=[N:4][CH:5]=[C:6]([Cl:20])[C:7]=1[S:8][C:9]1[S:13][C:12]([C:14]([OH:16])=O)=[CH:11][C:10]=1[N+:17]([O-:19])=[O:18].[CH3:21][O:22][C:23]1[CH:30]=[CH:29][CH:28]=[CH:27][C:24]=1[CH2:25][NH2:26], predict the reaction product. The product is: [Cl:20][C:6]1[CH:5]=[N:4][CH:3]=[C:2]([Cl:1])[C:7]=1[S:8][C:9]1[S:13][C:12]([C:14]([NH:26][CH2:25][C:24]2[CH:27]=[CH:28][CH:29]=[CH:30][C:23]=2[O:22][CH3:21])=[O:16])=[CH:11][C:10]=1[N+:17]([O-:19])=[O:18].